From a dataset of Reaction yield outcomes from USPTO patents with 853,638 reactions. Predict the reaction yield, written as a fraction of the theoretical maximum amount of product (1.0 means a 100% yield; for example, 0.34 means a 34% yield). (1) The reactants are [C:1]([NH:3][C:4](=[N:12][C:13]1[CH:18]=[CH:17][C:16]([O:19][CH3:20])=[CH:15][C:14]=1[O:21][CH3:22])OC1C=CC=CC=1)#[N:2].Cl.[F:24][C:25]1[CH:30]=[CH:29][CH:28]=[CH:27][C:26]=1[NH:31][NH2:32].C(N(CC)CC)C. The catalyst is C(O)(C)C. The product is [CH3:22][O:21][C:14]1[CH:15]=[C:16]([O:19][CH3:20])[CH:17]=[CH:18][C:13]=1[NH:12][C:4]1[N:3]=[C:1]([NH2:2])[N:31]([C:26]2[CH:27]=[CH:28][CH:29]=[CH:30][C:25]=2[F:24])[N:32]=1. The yield is 0.850. (2) The reactants are [F:1][C:2]1[C:15]2[O:14][C:13]3[C:8](=[CH:9][C:10]([NH2:16])=[CH:11][CH:12]=3)[C@@:7]3([CH2:21][CH2:20][S:19][C:18]([NH2:22])=[N:17]3)[C:6]=2[CH:5]=[C:4]([O:23][CH3:24])[CH:3]=1.[Cl:25][C:26]1[CH:27]=[CH:28][C:29]([C:32]([OH:34])=[O:33])=[N:30][CH:31]=1.CCCP(=O)=O.C(OCC)(=O)C.[CH2:47]([Cl:49])[Cl:48]. The catalyst is CCCCCCC. The product is [CH2:47]([Cl:49])[Cl:48].[CH3:13][OH:14].[NH4+:16].[OH-:33].[NH2:22][C:18]1[S:19][CH2:20][CH2:21][C@@:7]2([N:17]=1)[C:6]1[CH:5]=[C:4]([O:23][CH3:24])[CH:3]=[C:2]([F:1])[C:15]=1[O:14][C:13]1[C:8]2=[CH:9][C:10]([NH:16][C:32](=[O:34])[C:29]2[CH:28]=[CH:27][C:26]([Cl:25])=[CH:31][N:30]=2)=[CH:11][CH:12]=1. The yield is 0.500. (3) The reactants are [F:1][C:2]([F:29])([F:28])[O:3][C:4]1[CH:9]=[CH:8][C:7]([N:10]2[CH:14]=[N:13][C:12]([C:15]3[CH:20]=[CH:19][C:18]([CH:21]4[CH2:26][CH2:25][CH2:24][CH2:23][C:22]4=O)=[CH:17][CH:16]=3)=[N:11]2)=[CH:6][CH:5]=1.C([O-])(=O)C.[NH4+].C([BH3-])#[N:36].[Na+]. The catalyst is CO. The product is [F:1][C:2]([F:29])([F:28])[O:3][C:4]1[CH:5]=[CH:6][C:7]([N:10]2[CH:14]=[N:13][C:12]([C:15]3[CH:16]=[CH:17][C:18]([CH:21]4[CH2:26][CH2:25][CH2:24][CH2:23][CH:22]4[NH2:36])=[CH:19][CH:20]=3)=[N:11]2)=[CH:8][CH:9]=1. The yield is 0.340.